Dataset: Reaction yield outcomes from USPTO patents with 853,638 reactions. Task: Predict the reaction yield, written as a fraction of the theoretical maximum amount of product (1.0 means a 100% yield; for example, 0.34 means a 34% yield). (1) The product is [CH3:19][C:9]1[CH:14]=[CH:13][C:12]([S:15]([O:1][CH2:2][C@@H:3]2[CH2:4][CH2:5][C:6](=[O:8])[O:7]2)(=[O:17])=[O:16])=[CH:11][CH:10]=1. The reactants are [OH:1][CH2:2][C@H:3]1[O:7][C:6](=[O:8])[CH2:5][CH2:4]1.[C:9]1([CH3:19])[CH:14]=[CH:13][C:12]([S:15](Cl)(=[O:17])=[O:16])=[CH:11][CH:10]=1.N1C=CC=CC=1.Cl. The catalyst is C1COCC1.CN(C1C=CN=CC=1)C. The yield is 0.860. (2) The reactants are C[N:2](C)/[CH:3]=[CH:4]/[C:5]([C:7]1[C:12](=[O:13])[CH:11]=[CH:10][N:9]([C:14]2[CH:19]=[CH:18][CH:17]=[C:16]([C:20]([F:23])([F:22])[F:21])[CH:15]=2)[N:8]=1)=O.[Cl:25][C:26]1[CH:27]=[C:28]([NH:32]N)[CH:29]=[CH:30][CH:31]=1.Cl. No catalyst specified. The product is [Cl:25][C:26]1[CH:27]=[C:28]([N:32]2[C:5]([C:7]3[C:12](=[O:13])[CH:11]=[CH:10][N:9]([C:14]4[CH:19]=[CH:18][CH:17]=[C:16]([C:20]([F:23])([F:22])[F:21])[CH:15]=4)[N:8]=3)=[CH:4][CH:3]=[N:2]2)[CH:29]=[CH:30][CH:31]=1. The yield is 0.510. (3) The reactants are [NH2:1][C:2]1[CH:3]=[CH:4][C:5]([N:14]2[CH2:19][CH2:18][CH:17]([N:20]3[CH2:25][CH2:24][N:23]([C:26]([OH:28])=[O:27])[CH2:22][CH2:21]3)[CH2:16][CH2:15]2)=[C:6]2[C:11]=1[C:10](=[O:12])[N:9]([CH3:13])[CH2:8][CH2:7]2.[Cl:29][C:30]1[N:35]=[C:34](Cl)[C:33]([Cl:37])=[CH:32][N:31]=1.C([O-])([O-])=O.[K+].[K+].O. The catalyst is CS(C)=O. The product is [C:6]([O:27][C:26]([N:23]1[CH2:22][CH2:21][N:20]([CH:17]2[CH2:18][CH2:19][N:14]([C:5]3[CH:4]=[CH:3][C:2]([NH:1][C:32]4[C:33]([Cl:37])=[CH:34][N:35]=[C:30]([Cl:29])[N:31]=4)=[C:11]4[C:6]=3[CH2:7][CH2:8][N:9]([CH3:13])[C:10]4=[O:12])[CH2:15][CH2:16]2)[CH2:25][CH2:24]1)=[O:28])([CH3:11])([CH3:7])[CH3:5]. The yield is 0.720. (4) The reactants are [CH2:1]([CH:7]([CH2:47][CH2:48][CH2:49][CH2:50][CH2:51][CH2:52][CH2:53][CH3:54])[CH2:8][C:9]1[S:13][C:12]([C:14]2[C:25]3[S:24][CH:23]=[CH:22][C:21]=3[C:20]([C:26]3[S:27][C:28]([CH2:31][CH:32]([CH2:41][CH2:42][CH2:43][CH2:44][CH2:45][CH3:46])[CH2:33][CH2:34][CH2:35][CH2:36][CH2:37][CH2:38][CH2:39][CH3:40])=[CH:29][CH:30]=3)=[C:19]3[C:15]=2[CH:16]=[CH:17][S:18]3)=[CH:11][CH:10]=1)[CH2:2][CH2:3][CH2:4][CH2:5][CH3:6].C1COCC1.C([Li])CCC.[CH3:65][Sn:66](Cl)([CH3:68])[CH3:67]. The catalyst is CCCCCC. The product is [CH2:41]([CH:32]([CH2:33][CH2:34][CH2:35][CH2:36][CH2:37][CH2:38][CH2:39][CH3:40])[CH2:31][C:28]1[S:27][C:26]([C:20]2[C:19]3[S:18][C:17]([Sn:66]([CH3:68])([CH3:67])[CH3:65])=[CH:16][C:15]=3[C:14]([C:12]3[S:13][C:9]([CH2:8][CH:7]([CH2:1][CH2:2][CH2:3][CH2:4][CH2:5][CH3:6])[CH2:47][CH2:48][CH2:49][CH2:50][CH2:51][CH2:52][CH2:53][CH3:54])=[CH:10][CH:11]=3)=[C:25]3[C:21]=2[CH:22]=[C:23]([Sn:66]([CH3:68])([CH3:67])[CH3:65])[S:24]3)=[CH:30][CH:29]=1)[CH2:42][CH2:43][CH2:44][CH2:45][CH3:46]. The yield is 0.760. (5) The reactants are [CH3:1][O:2][C:3]1[CH:8]=[CH:7][C:6]([C:9]2[CH:14]=[CH:13][N:12]=[C:11]([NH2:15])[C:10]=2[NH2:16])=[CH:5][CH:4]=1.[C:17](O)(=O)[C:18]1[CH:23]=[CH:22][CH:21]=[CH:20][CH:19]=1. No catalyst specified. The product is [CH3:1][O:2][C:3]1[CH:8]=[CH:7][C:6]([C:9]2[CH:14]=[CH:13][N:12]=[C:11]3[NH:15][C:17]([C:18]4[CH:23]=[CH:22][CH:21]=[CH:20][CH:19]=4)=[N:16][C:10]=23)=[CH:5][CH:4]=1. The yield is 0.0900. (6) The reactants are [Br:1][C:2]1[C:3]([Cl:13])=[C:4]([C:8]([O:10]CC)=[O:9])[S:5][C:6]=1[Br:7].[OH-].[Li+].C1COCC1.Cl. The catalyst is O. The product is [Br:1][C:2]1[C:3]([Cl:13])=[C:4]([C:8]([OH:10])=[O:9])[S:5][C:6]=1[Br:7]. The yield is 0.860.